From a dataset of Full USPTO retrosynthesis dataset with 1.9M reactions from patents (1976-2016). Predict the reactants needed to synthesize the given product. (1) The reactants are: Cl[C:2]1[C:3]2[CH2:10][C:9](=[O:11])[NH:8][C:4]=2[N:5]=[CH:6][N:7]=1.[CH2:12]([N:19]1[CH2:24][CH2:23][C@H:22]([CH3:25])[C@H:21]([NH:26][CH3:27])[CH2:20]1)[C:13]1[CH:18]=[CH:17][CH:16]=[CH:15][CH:14]=1. Given the product [CH2:12]([N:19]1[CH2:24][CH2:23][CH:22]([CH3:25])[CH:21]([N:26]([CH3:27])[C:2]2[C:3]3[CH2:10][C:9](=[O:11])[NH:8][C:4]=3[N:5]=[CH:6][N:7]=2)[CH2:20]1)[C:13]1[CH:14]=[CH:15][CH:16]=[CH:17][CH:18]=1, predict the reactants needed to synthesize it. (2) The reactants are: C([O:8][C:9]([NH:11][CH:12](P(OCC)(OCC)=O)[C:13]([O:15][CH3:16])=[O:14])=O)C1C=CC=CC=1.CN(C)C(N(C)C)=N.[NH:33]1[CH:37]=[CH:36][CH:35]=[C:34]1[CH:38]=O. Given the product [O:8]=[C:9]1[N:33]2[CH:37]=[CH:36][CH:35]=[C:34]2[CH:38]=[C:12]([C:13]([O:15][CH3:16])=[O:14])[NH:11]1, predict the reactants needed to synthesize it.